This data is from Forward reaction prediction with 1.9M reactions from USPTO patents (1976-2016). The task is: Predict the product of the given reaction. (1) Given the reactants Cl[C:2]1[N:7]=[CH:6][C:5]([O:8][CH2:9][CH2:10][C@H:11]([CH:13]2[CH2:18][CH2:17][N:16]([C:19]3[O:23][N:22]=[C:21]([CH2:24][CH3:25])[N:20]=3)[CH2:15][CH2:14]2)[CH3:12])=[CH:4][N:3]=1.[C:26]([O:30][C:31](=[O:47])[NH:32][C@@H:33]1[C@@H:37]([C:38]2[CH:43]=[C:42]([F:44])[C:41]([F:45])=[CH:40][C:39]=2[F:46])[CH2:36][NH:35][CH2:34]1)([CH3:29])([CH3:28])[CH3:27], predict the reaction product. The product is: [C:26]([O:30][C:31](=[O:47])[NH:32][C@@H:33]1[C@@H:37]([C:38]2[CH:43]=[C:42]([F:44])[C:41]([F:45])=[CH:40][C:39]=2[F:46])[CH2:36][N:35]([C:2]2[N:7]=[CH:6][C:5]([O:8][CH2:9][CH2:10][C@H:11]([CH:13]3[CH2:18][CH2:17][N:16]([C:19]4[O:23][N:22]=[C:21]([CH2:24][CH3:25])[N:20]=4)[CH2:15][CH2:14]3)[CH3:12])=[CH:4][N:3]=2)[CH2:34]1)([CH3:29])([CH3:27])[CH3:28]. (2) Given the reactants [Cl:1][CH2:2][CH2:3][CH2:4][S:5]([O:8][CH2:9][C:10]([CH3:25])([CH3:24])[C@@H:11]([O:14][CH2:15][C:16]1[CH:21]=[CH:20][C:19]([O:22][CH3:23])=[CH:18][CH:17]=1)[CH:12]=[O:13])(=[O:7])=[O:6].CC(C)=[O:28], predict the reaction product. The product is: [Cl:1][CH2:2][CH2:3][CH2:4][S:5]([O:8][CH2:9][C:10]([CH3:25])([CH3:24])[C@@H:11]([O:14][CH2:15][C:16]1[CH:21]=[CH:20][C:19]([O:22][CH3:23])=[CH:18][CH:17]=1)[C:12]([OH:28])=[O:13])(=[O:7])=[O:6]. (3) Given the reactants C([O:5][C:6]([C:8]1[S:9][C:10]([CH2:13][C:14]([C:19]([O:21][CH2:22][C:23]2[CH:28]=[CH:27][CH:26]=[CH:25][CH:24]=2)=[O:20])([CH2:17][CH3:18])[CH2:15][CH3:16])=[CH:11][CH:12]=1)=[O:7])(C)(C)C, predict the reaction product. The product is: [CH2:22]([O:21][C:19]([C:14]([CH2:17][CH3:18])([CH2:15][CH3:16])[CH2:13][C:10]1[S:9][C:8]([C:6]([OH:7])=[O:5])=[CH:12][CH:11]=1)=[O:20])[C:23]1[CH:28]=[CH:27][CH:26]=[CH:25][CH:24]=1. (4) Given the reactants [CH3:1][N:2]([CH2:15][C:16]#[CH:17])[C:3](=[O:14])[O:4][CH2:5][C@H:6]([NH2:13])[C:7]1[CH:12]=[CH:11][CH:10]=[CH:9][CH:8]=1.CCN(CC)CC.[Cl:25][CH2:26][C:27](Cl)=[O:28], predict the reaction product. The product is: [CH3:1][N:2]([CH2:15][C:16]#[CH:17])[C:3](=[O:14])[O:4][CH2:5][C@H:6]([NH:13][C:27](=[O:28])[CH2:26][Cl:25])[C:7]1[CH:12]=[CH:11][CH:10]=[CH:9][CH:8]=1. (5) Given the reactants [CH3:1][O:2][C:3]([C:5]1[C@@H:10]([C:11]2[CH:16]=[CH:15][C:14]([C:17]#[N:18])=[CH:13][C:12]=2[CH2:19][Br:20])[N:9]2[C:21](=[O:24])[NH:22][N:23]=[C:8]2[N:7]([C:25]2[CH:30]=[CH:29][CH:28]=[C:27]([C:31]([F:34])([F:33])[F:32])[CH:26]=2)[C:6]=1[CH3:35])=[O:4].[N:36]1[CH:41]=[CH:40][CH:39]=[CH:38][CH:37]=1, predict the reaction product. The product is: [Br-:20].[C:17]([C:14]1[CH:15]=[CH:16][C:11]([C@H:10]2[N:9]3[C:21](=[O:24])[NH:22][N:23]=[C:8]3[N:7]([C:25]3[CH:30]=[CH:29][CH:28]=[C:27]([C:31]([F:33])([F:34])[F:32])[CH:26]=3)[C:6]([CH3:35])=[C:5]2[C:3]([O:2][CH3:1])=[O:4])=[C:12]([CH:13]=1)[CH2:19][N+:36]1[CH:41]=[CH:40][CH:39]=[CH:38][CH:37]=1)#[N:18]. (6) Given the reactants [NH2:1][CH2:2][CH2:3][NH:4][C:5]([CH:7]1[CH2:12][CH2:11][N:10]([C:13]2[C:18]([Cl:19])=[CH:17][N:16]=[CH:15][C:14]=2[Cl:20])[CH2:9][CH2:8]1)=[O:6].[C:21](O)(=[O:28])[C:22]1[CH:27]=[CH:26][CH:25]=[CH:24][CH:23]=1.CN(C(ON1N=NC2C=CC=NC1=2)=[N+](C)C)C.F[P-](F)(F)(F)(F)F.CCN(C(C)C)C(C)C.C(=O)([O-])O.[Na+], predict the reaction product. The product is: [C:21]([NH:1][CH2:2][CH2:3][NH:4][C:5]([CH:7]1[CH2:8][CH2:9][N:10]([C:13]2[C:14]([Cl:20])=[CH:15][N:16]=[CH:17][C:18]=2[Cl:19])[CH2:11][CH2:12]1)=[O:6])(=[O:28])[C:22]1[CH:27]=[CH:26][CH:25]=[CH:24][CH:23]=1. (7) Given the reactants [H-].[Na+].[CH3:3][C:4]1([CH3:16])[C:8]([CH3:10])([CH3:9])[O:7][B:6]([C:11]2[CH:12]=[N:13][NH:14][CH:15]=2)[O:5]1.[C:17]([O:21][C:22]([N:24]1[CH2:27][CH:26](OS(C)(=O)=O)[CH2:25]1)=[O:23])([CH3:20])([CH3:19])[CH3:18], predict the reaction product. The product is: [C:17]([O:21][C:22]([N:24]1[CH2:27][CH:26]([N:14]2[CH:15]=[C:11]([B:6]3[O:7][C:8]([CH3:9])([CH3:10])[C:4]([CH3:16])([CH3:3])[O:5]3)[CH:12]=[N:13]2)[CH2:25]1)=[O:23])([CH3:20])([CH3:18])[CH3:19]. (8) Given the reactants [NH2:1][C:2]1[C:3]([CH3:13])=[C:4]([NH:8][S:9]([CH3:12])(=[O:11])=[O:10])[CH:5]=[CH:6][CH:7]=1.[CH:14](=O)[C:15]1[CH:20]=[CH:19][CH:18]=[CH:17][CH:16]=1, predict the reaction product. The product is: [CH2:14]([NH:1][C:2]1[C:3]([CH3:13])=[C:4]([NH:8][S:9]([CH3:12])(=[O:11])=[O:10])[CH:5]=[CH:6][CH:7]=1)[C:15]1[CH:20]=[CH:19][CH:18]=[CH:17][CH:16]=1. (9) Given the reactants C[N:2]1[N:6]=[C:5]2[CH:7]=[CH:8][C:9]([NH:11][N:12]=[C:13]3[C:17]([NH2:18])=[N:16][N:15]=[C:14]3[NH2:19])=[CH:10][C:4]2=[N:3]1.CN1N=C2C=CC(N)=CC2=N1.CN1N=C2C=CC([N+]([O-])=O)=CC2=N1.C(#N)CC#N.O.NN, predict the reaction product. The product is: [N:6]1[NH:2][N:3]=[C:4]2[CH:10]=[C:9]([NH:11][N:12]=[C:13]3[C:14]([NH2:19])=[N:15][N:16]=[C:17]3[NH2:18])[CH:8]=[CH:7][C:5]=12. (10) Given the reactants C(OC([N:8]1[C:16]2[C:11](=[C:12]([CH2:26][CH2:27][C:28]([OH:31])([CH3:30])[CH3:29])[CH:13]=[C:14]([CH2:17][N:18]([CH3:25])[CH:19]([CH3:24])[C:20]([CH3:23])([CH3:22])[CH3:21])[CH:15]=2)[CH:10]=[C:9]1[C:32]1[C:33]2[S:46][C:45]([C:47]3[O:51][CH:50]=[N:49][CH:48]=3)=[CH:44][C:34]=2[N:35](C(OC(C)(C)C)=O)[N:36]=1)=O)(C)(C)C, predict the reaction product. The product is: [CH3:29][C:28]([OH:31])([CH2:27][CH2:26][C:12]1[CH:13]=[C:14]([CH2:17][N:18]([CH3:25])[CH:19]([CH3:24])[C:20]([CH3:21])([CH3:22])[CH3:23])[CH:15]=[C:16]2[C:11]=1[CH:10]=[C:9]([C:32]1[C:33]3[S:46][C:45]([C:47]4[O:51][CH:50]=[N:49][CH:48]=4)=[CH:44][C:34]=3[NH:35][N:36]=1)[NH:8]2)[CH3:30].